This data is from Reaction yield outcomes from USPTO patents with 853,638 reactions. The task is: Predict the reaction yield, written as a fraction of the theoretical maximum amount of product (1.0 means a 100% yield; for example, 0.34 means a 34% yield). (1) The reactants are [CH2:1]([O:3][C:4]([C:6]1([C:9]([OH:11])=O)[CH2:8][CH2:7]1)=[O:5])[CH3:2].CN(C(ON1N=NC2C=CC=NC1=2)=[N+](C)C)C.F[P-](F)(F)(F)(F)F.[NH2:36][C:37]1[CH:42]=[CH:41][CH:40]=[CH:39][CH:38]=1.CCN(CC)CC. The catalyst is C(Cl)Cl. The product is [C:37]1([NH:36][C:9]([C:6]2([C:4]([O:3][CH2:1][CH3:2])=[O:5])[CH2:7][CH2:8]2)=[O:11])[CH:42]=[CH:41][CH:40]=[CH:39][CH:38]=1. The yield is 0.890. (2) The reactants are [C:1]([O:5][C:6]([NH:8][CH:9]([CH2:20][CH2:21][C:22]([O:24][CH2:25][CH2:26][CH2:27][CH2:28][CH2:29][CH2:30][NH:31][C:32]([NH:34][S:35]([C:38]1[CH:44]=[CH:43][C:41]([CH3:42])=[CH:40][CH:39]=1)(=[O:37])=[O:36])=[NH:33])=[O:23])[C:10]([O:12]CC1C=CC=CC=1)=[O:11])=[O:7])([CH3:4])([CH3:3])[CH3:2].C. The catalyst is CO.[Pd]. The product is [NH:33]=[C:32]([NH:34][S:35]([C:38]1[CH:39]=[CH:40][C:41]([CH3:42])=[CH:43][CH:44]=1)(=[O:36])=[O:37])[NH:31][CH2:30][CH2:29][CH2:28][CH2:27][CH2:26][CH2:25][O:24][C:22](=[O:23])[CH2:21][CH2:20][CH:9]([C:10]([OH:12])=[O:11])[NH:8][C:6](=[O:7])[O:5][C:1]([CH3:4])([CH3:3])[CH3:2]. The yield is 0.860. (3) The reactants are [Br:1][C:2]1[CH:7]=CC=C[C:3]=1O.[C:9]([O-:12])([O-])=O.[K+].[K+].[CH2:15](Br)[C:16]1[CH:21]=[CH:20][CH:19]=[CH:18][CH:17]=1.[CH3:23][C:24]([CH3:26])=[O:25]. No catalyst specified. The product is [CH2:15]([O:25][C:24]1[CH:26]=[CH:7][C:2]([Br:1])=[CH:3][C:23]=1[O:12][CH3:9])[C:16]1[CH:21]=[CH:20][CH:19]=[CH:18][CH:17]=1. The yield is 0.940. (4) The reactants are [I:1][C:2]1[C:10]2[C:5](=[CH:6][CH:7]=[C:8]([C:11]([O:13]C)=[O:12])[CH:9]=2)[N:4]([CH:15]2[CH2:20][CH2:19][CH2:18][CH2:17][O:16]2)[N:3]=1.[Li+].[OH-]. The catalyst is C1COCC1.CO. The product is [I:1][C:2]1[C:10]2[C:5](=[CH:6][CH:7]=[C:8]([C:11]([OH:13])=[O:12])[CH:9]=2)[N:4]([CH:15]2[CH2:20][CH2:19][CH2:18][CH2:17][O:16]2)[N:3]=1. The yield is 0.870.